From a dataset of Reaction yield outcomes from USPTO patents with 853,638 reactions. Predict the reaction yield, written as a fraction of the theoretical maximum amount of product (1.0 means a 100% yield; for example, 0.34 means a 34% yield). (1) The reactants are [CH3:1][O:2][C:3]1[C:24]2[O:23][C:10]3[C:11](=[O:22])[N:12]([C@@H:14]([CH2:18][CH:19]([CH3:21])[CH3:20])[C:15]([OH:17])=O)[CH2:13][C:9]=3[CH2:8][C:7]=2[C:6]([O:25][CH3:26])=[CH:5][CH:4]=1.CN1CCOCC1.F[P-](F)(F)(F)(F)F.N1(OC(N(C)C)=[N+](C)C)[C:45]2N=CC=[CH:49][C:44]=2N=N1.[NH2:58][C:59]1[CH:64]=[CH:63][C:62]([Cl:65])=[CH:61][N:60]=1. The catalyst is O1CCCC1.O. The product is [Cl:65][C:62]1[CH:63]=[CH:64][C:59]([NH:58][C:15](=[O:17])[C@@H:14]([N:12]2[CH2:13][C:9]3[CH2:8][C:7]4[C:6]([O:25][CH3:26])=[CH:5][CH:4]=[C:3]([O:2][CH3:1])[C:24]=4[O:23][C:10]=3[C:11]2=[O:22])[CH2:18][CH:19]2[CH2:21][CH2:49][CH2:44][CH2:45][CH2:20]2)=[N:60][CH:61]=1. The yield is 0.244. (2) The catalyst is CCOCC.C1COCC1.Cl[Pd](Cl)([P](C1C=CC=CC=1)(C1C=CC=CC=1)C1C=CC=CC=1)[P](C1C=CC=CC=1)(C1C=CC=CC=1)C1C=CC=CC=1.C(OCC)(=O)C.O1CCOCC1. The reactants are [CH3:1][N:2]1[CH:6]=[CH:5][CH:4]=[CH:3]1.CN(CCN(C)C)C.[Li]CCCC.[Sn](Cl)(C)(C)C.Br[C:26]1[CH:27]=[C:28]([CH:31]=[CH:32][CH:33]=1)[CH:29]=[O:30].[F-].[K+]. The product is [CH3:1][N:2]1[CH:6]=[CH:5][CH:4]=[C:3]1[C:26]1[CH:27]=[C:28]([CH:31]=[CH:32][CH:33]=1)[CH:29]=[O:30]. The yield is 0.240. (3) The reactants are [C:1]([O:5][C:6]([N:8]1[CH2:12][CH2:11][CH:10]([CH2:13][C:14]([OH:16])=O)[CH2:9]1)=[O:7])([CH3:4])([CH3:3])[CH3:2].C1C=NC2N(O)N=NC=2C=1.CCN=C=NCCCN(C)C.Cl.[F:39][C:40]1[CH:45]=[CH:44][C:43]([CH:46]([NH2:54])[C:47]2[CH:52]=[CH:51][C:50]([F:53])=[CH:49][CH:48]=2)=[CH:42][CH:41]=1. The catalyst is C(Cl)Cl. The product is [F:39][C:40]1[CH:41]=[CH:42][C:43]([CH:46]([NH:54][C:14](=[O:16])[CH2:13][CH:10]2[CH2:11][CH2:12][N:8]([C:6]([O:5][C:1]([CH3:2])([CH3:3])[CH3:4])=[O:7])[CH2:9]2)[C:47]2[CH:52]=[CH:51][C:50]([F:53])=[CH:49][CH:48]=2)=[CH:44][CH:45]=1. The yield is 0.780. (4) The reactants are [C:1]([OH:5])(=O)[CH2:2][OH:3].CN(C(ON1N=NC2C=CC=NC1=2)=[N+](C)C)C.F[P-](F)(F)(F)(F)F.[Cl:30][C:31]1[CH:56]=[CH:55][C:34]2[N:35]3[C:39]([CH2:40][NH:41][CH2:42][C:33]=2[CH:32]=1)=[N:38][N:37]=[C:36]3[C@H:43]1[CH2:48][CH2:47][C@H:46]([C:49]2[CH:53]=[C:52]([CH3:54])[O:51][N:50]=2)[CH2:45][CH2:44]1.C(N(C(C)C)C(C)C)C. The catalyst is CN(C)C=O.O.CO. The product is [Cl:30][C:31]1[CH:56]=[CH:55][C:34]2[N:35]3[C:39]([CH2:40][N:41]([C:1](=[O:5])[CH2:2][OH:3])[CH2:42][C:33]=2[CH:32]=1)=[N:38][N:37]=[C:36]3[C@H:43]1[CH2:44][CH2:45][C@H:46]([C:49]2[CH:53]=[C:52]([CH3:54])[O:51][N:50]=2)[CH2:47][CH2:48]1. The yield is 0.750. (5) The reactants are [F:1][C:2]([F:11])([F:10])[C:3]1[NH:4][CH2:5][CH:6]([OH:9])[CH2:7][N:8]=1.C[O-].[Na+]. The catalyst is [N+](C1C=CC=CC=1)([O-])=O.CO. The product is [F:11][C:2]([F:1])([F:10])[C:3]1[N:4]=[CH:5][C:6]([OH:9])=[CH:7][N:8]=1. The yield is 0.617. (6) The reactants are [N+]([O-])(O)=O.[N+:5]([C:8]1[CH:18]=[CH:17][C:11]2[CH2:12][CH2:13][NH:14][CH2:15][CH2:16][C:10]=2[CH:9]=1)([O-:7])=[O:6].C(#N)C.Cl[CH2:23][C:24]([N:26]([CH3:28])[CH3:27])=[O:25].C(=O)([O-])[O-].[Cs+].[Cs+].[I-].[Cs+]. The catalyst is C(Cl)Cl. The product is [CH3:27][N:26]([CH3:28])[C:24](=[O:25])[CH2:23][N:14]1[CH2:15][CH2:16][C:10]2[CH:9]=[C:8]([N+:5]([O-:7])=[O:6])[CH:18]=[CH:17][C:11]=2[CH2:12][CH2:13]1. The yield is 0.940. (7) The reactants are [CH2:1]([O:3][C:4](=[O:16])[CH2:5][O:6][C:7]1[CH:12]=[CH:11][CH:10]=[CH:9][C:8]=1[CH2:13][CH:14]=[CH2:15])[CH3:2].[H][H]. The yield is 0.980. The product is [CH2:1]([O:3][C:4](=[O:16])[CH2:5][O:6][C:7]1[CH:12]=[CH:11][CH:10]=[CH:9][C:8]=1[CH2:13][CH2:14][CH3:15])[CH3:2]. The catalyst is C(O)C.[Pd]. (8) The reactants are [CH3:1][C:2]([C:11]1[O:15][N:14]=[C:13]([NH:16][C:17](=[O:25])OC2C=CC=CC=2)[CH:12]=1)([CH3:10])[CH2:3][N:4]1[CH2:9][CH2:8][O:7][CH2:6][CH2:5]1.C([N:29](CC)C(C)C)(C)C.COC1C=C2C(=CC=1OC)N=CN=C2OC1C=C(C=CC=1)N. The catalyst is C1COCC1. The product is [CH3:1][C:2]([C:11]1[O:15][N:14]=[C:13]([NH:16][C:17](=[O:25])[NH2:29])[CH:12]=1)([CH3:10])[CH2:3][N:4]1[CH2:9][CH2:8][O:7][CH2:6][CH2:5]1. The yield is 0.0100. (9) The yield is 0.740. The product is [Br:1][C:2]1[C:3]([F:12])=[C:4]2[C:10]([NH:11][C:18]([CH:15]3[CH2:16][CH2:17][O:13][CH2:14]3)=[O:19])=[CH:9][NH:8][C:5]2=[N:6][CH:7]=1. The catalyst is C(Cl)Cl.O. The reactants are [Br:1][C:2]1[C:3]([F:12])=[C:4]2[C:10]([NH2:11])=[CH:9][NH:8][C:5]2=[N:6][CH:7]=1.[O:13]1[CH2:17][CH2:16][CH:15]([C:18](O)=[O:19])[CH2:14]1.C(N(CC)CC)C.C1N(P(Cl)(N2C(=O)OCC2)=O)C(=O)OC1.O.[OH-].[Li+]. (10) The reactants are [Cl:1][C:2]1[CH:17]=[CH:16][C:15]([Cl:18])=[CH:14][C:3]=1[O:4][C:5]1[C:10]([C:11]([OH:13])=O)=[CH:9][N:8]=[CH:7][CH:6]=1.F[P-](F)(F)(F)(F)F.N1(OC(N(C)C)=[N+](C)C)C2N=CC=CC=2N=N1.C(N(CC)C(C)C)(C)C.[NH:52]1[C:61]2[C:56](=[CH:57][CH:58]=[CH:59][CH:60]=2)[CH2:55][CH2:54][CH2:53]1. The catalyst is CN(C)C=O. The product is [Cl:1][C:2]1[CH:17]=[CH:16][C:15]([Cl:18])=[CH:14][C:3]=1[O:4][C:5]1[CH:6]=[CH:7][N:8]=[CH:9][C:10]=1[C:11]([N:52]1[C:61]2[C:56](=[CH:57][CH:58]=[CH:59][CH:60]=2)[CH2:55][CH2:54][CH2:53]1)=[O:13]. The yield is 0.730.